This data is from Catalyst prediction with 721,799 reactions and 888 catalyst types from USPTO. The task is: Predict which catalyst facilitates the given reaction. (1) Reactant: [F:1][C:2]1[CH:7]=[CH:6][CH:5]=[CH:4][C:3]=1[C:8]1[N:9]=[C:10]([CH2:20][N:21]2C(=O)C3C(=CC=CC=3)C2=O)[S:11][C:12]=1[S:13][C:14]1[CH:19]=[CH:18][CH:17]=[CH:16][CH:15]=1.O.NN.C(=O)([O-])O.[Na+]. Product: [F:1][C:2]1[CH:7]=[CH:6][CH:5]=[CH:4][C:3]=1[C:8]1[N:9]=[C:10]([CH2:20][NH2:21])[S:11][C:12]=1[S:13][C:14]1[CH:15]=[CH:16][CH:17]=[CH:18][CH:19]=1. The catalyst class is: 8. (2) Reactant: C([NH:8][C:9]1[C:14]([CH3:15])=[CH:13][N:12]=[C:11]([C:16]#N)[C:10]=1[CH3:18])C1C=CC=CC=1.S(=O)(=O)(O)[OH:20].[CH2:24]([OH:26])[CH3:25]. Product: [NH2:8][C:9]1[C:14]([CH3:15])=[CH:13][N:12]=[C:11]([C:16]([O:26][CH2:24][CH3:25])=[O:20])[C:10]=1[CH3:18]. The catalyst class is: 250.